Predict the reaction yield, written as a fraction of the theoretical maximum amount of product (1.0 means a 100% yield; for example, 0.34 means a 34% yield). From a dataset of Reaction yield outcomes from USPTO patents with 853,638 reactions. (1) The reactants are [OH:1][C:2]1[CH:11]=[C:10]2[C:5]([CH:6]([CH2:19][CH2:20][CH2:21][CH2:22][CH2:23][CH2:24][CH2:25][CH2:26][CH2:27][S:28][CH2:29][CH2:30][CH2:31][C:32]([F:38])([F:37])[C:33]([F:36])([F:35])[F:34])[C:7]([CH3:18])([C:12]3[CH:17]=[CH:16][N:15]=[CH:14][CH:13]=3)[CH2:8][O:9]2)=[CH:4][CH:3]=1.[O:39]1CCCC1. The catalyst is O. The product is [OH:1][C:2]1[CH:11]=[C:10]2[C:5]([CH:6]([CH2:19][CH2:20][CH2:21][CH2:22][CH2:23][CH2:24][CH2:25][CH2:26][CH2:27][S:28]([CH2:29][CH2:30][CH2:31][C:32]([F:38])([F:37])[C:33]([F:36])([F:34])[F:35])=[O:39])[C:7]([CH3:18])([C:12]3[CH:13]=[CH:14][N:15]=[CH:16][CH:17]=3)[CH2:8][O:9]2)=[CH:4][CH:3]=1. The yield is 0.810. (2) The reactants are C(OC([N:8]1[CH2:13][CH2:12][N:11]([C:14]2[CH:19]=[CH:18][CH:17]=[C:16]([CH2:20][C:21]3[CH:26]=[CH:25][CH:24]=[CH:23][CH:22]=3)[CH:15]=2)[C@@H:10]([CH:27]([CH3:29])[CH3:28])[CH2:9]1)=O)(C)(C)C.C(O)(C(F)(F)F)=O.[SiH](CC)(CC)CC.C([O-])(O)=O.[Na+].[OH-].[Na+]. The catalyst is C(Cl)Cl.C(Cl)Cl.CO.O. The product is [CH2:20]([C:16]1[CH:15]=[C:14]([N:11]2[CH2:12][CH2:13][NH:8][CH2:9][C@@H:10]2[CH:27]([CH3:29])[CH3:28])[CH:19]=[CH:18][CH:17]=1)[C:21]1[CH:22]=[CH:23][CH:24]=[CH:25][CH:26]=1. The yield is 0.929. (3) The reactants are [Cl:1][C:2]1[C:3]([F:31])=[C:4]([CH:8]2[C:12]([C:15]3[CH:20]=[CH:19][C:18]([Cl:21])=[C:17]([F:22])[CH:16]=3)([C:13]#[N:14])[CH:11]([CH2:23][C:24]([CH3:27])([CH3:26])[CH3:25])[NH:10][CH:9]2[C:28]([OH:30])=O)[CH:5]=[CH:6][CH:7]=1.[CH3:32][C:33]1([CH3:41])[O:37][C@@H:36]([CH2:38][CH2:39][NH2:40])[CH2:35][O:34]1.CCN(C(C)C)C(C)C. The catalyst is C(Cl)Cl. The product is [CH3:32][C:33]1([CH3:41])[O:37][C@@H:36]([CH2:38][CH2:39][NH:40][C:28]([CH:9]2[CH:8]([C:4]3[CH:5]=[CH:6][CH:7]=[C:2]([Cl:1])[C:3]=3[F:31])[C:12]([C:15]3[CH:20]=[CH:19][C:18]([Cl:21])=[C:17]([F:22])[CH:16]=3)([C:13]#[N:14])[CH:11]([CH2:23][C:24]([CH3:26])([CH3:27])[CH3:25])[NH:10]2)=[O:30])[CH2:35][O:34]1. The yield is 0.635. (4) The reactants are C(O)(C(F)(F)F)=O.[F:8][C:9]1[CH:10]=[C:11]([C:15]2[CH:16]=[C:17]3[C:21](=[CH:22][CH:23]=2)[N:20](C2CCCCO2)[N:19]=[C:18]3[C:30]([NH:32][C:33]2[CH:34]=[N:35][C:36]([C:39]([F:42])([F:41])[F:40])=[CH:37][CH:38]=2)=[O:31])[CH:12]=[N:13][CH:14]=1.C([SiH](CC)CC)C. The catalyst is C(Cl)Cl. The product is [F:8][C:9]1[CH:10]=[C:11]([C:15]2[CH:16]=[C:17]3[C:21](=[CH:22][CH:23]=2)[NH:20][N:19]=[C:18]3[C:30]([NH:32][C:33]2[CH:34]=[N:35][C:36]([C:39]([F:42])([F:40])[F:41])=[CH:37][CH:38]=2)=[O:31])[CH:12]=[N:13][CH:14]=1. The yield is 0.210. (5) The reactants are [NH2:1][C:2]1[S:3][C:4]([C:8]([NH:10][CH2:11][C:12]2[CH:17]=[CH:16][CH:15]=[CH:14][CH:13]=2)=[O:9])=[C:5]([CH3:7])[N:6]=1.[C:18](N1C=CN=C1)(N1C=CN=C1)=[O:19].[CH3:30][O:31][CH:32]([O:42][CH3:43])[CH2:33][NH:34][C:35]1[CH:40]=[CH:39][C:38]([F:41])=[CH:37][CH:36]=1. The catalyst is O1CCCC1. The product is [CH2:11]([NH:10][C:8]([C:4]1[S:3][C:2]([NH:1][C:18]([N:34]([CH2:33][CH:32]([O:31][CH3:30])[O:42][CH3:43])[C:35]2[CH:40]=[CH:39][C:38]([F:41])=[CH:37][CH:36]=2)=[O:19])=[N:6][C:5]=1[CH3:7])=[O:9])[C:12]1[CH:17]=[CH:16][CH:15]=[CH:14][CH:13]=1. The yield is 0.680. (6) The reactants are [N:1]1([CH2:7][CH2:8][NH:9][C:10]([C:12]2[NH:13][C:14]([CH:17]=[C:18]3[C:26]4[C:25]([Cl:27])=[N:24][CH:23]=[N:22][C:21]=4[NH:20][C:19]3=[O:28])=[CH:15][CH:16]=2)=[O:11])[CH2:6][CH2:5][O:4][CH2:3][CH2:2]1.[C:29]([C:31]1[CH:32]=[C:33]([CH:35]=[CH:36][CH:37]=1)[NH2:34])#[CH:30]. No catalyst specified. The product is [ClH:27].[N:1]1([CH2:7][CH2:8][NH:9][C:10]([C:12]2[NH:13][C:14]([CH:17]=[C:18]3[C:26]4[C:25]([NH:34][C:33]5[CH:35]=[CH:36][CH:37]=[C:31]([C:29]#[CH:30])[CH:32]=5)=[N:24][CH:23]=[N:22][C:21]=4[NH:20][C:19]3=[O:28])=[CH:15][CH:16]=2)=[O:11])[CH2:6][CH2:5][O:4][CH2:3][CH2:2]1. The yield is 0.200. (7) The reactants are [N+:1]([C:4]1[CH:5]=[N:6][NH:7][CH:8]=1)([O-:3])=[O:2].[F:9][C:10]1[CH:15]=[C:14]([F:16])[CH:13]=[CH:12][C:11]=1[C@@:17]1([CH2:21][N:22]2[CH:26]=[N:25][CH:24]=[N:23]2)[C@H:19]([CH3:20])[O:18]1.C(=O)([O-])[O-].[K+].[K+]. The catalyst is CN(C)C=O. The product is [F:9][C:10]1[CH:15]=[C:14]([F:16])[CH:13]=[CH:12][C:11]=1[C@:17]([OH:18])([C@H:19]([N:6]1[CH:5]=[C:4]([N+:1]([O-:3])=[O:2])[CH:8]=[N:7]1)[CH3:20])[CH2:21][N:22]1[CH:26]=[N:25][CH:24]=[N:23]1. The yield is 0.750. (8) The reactants are [C:1]([C:3]1[CH:8]=[CH:7][CH:6]=[CH:5][C:4]=1[C:9]1[CH:14]=[CH:13][C:12]([CH2:15][C:16]2[C:17](=[O:39])[N:18]([C@H:28]3[CH2:31][C@H:30]([O:32][CH2:33]C(OCC)=O)[CH2:29]3)[C:19]3[N:20]([N:25]=[CH:26][N:27]=3)[C:21]=2[CH2:22][CH2:23][CH3:24])=[CH:11][CH:10]=1)#[N:2].C[Mg]Br.[Cl-].[NH4+]. The catalyst is O1CCCC1. The product is [OH:32][C:30]([CH3:31])([CH3:29])[CH2:33][O:32][C@H:30]1[CH2:31][C@H:28]([N:18]2[C:17](=[O:39])[C:16]([CH2:15][C:12]3[CH:13]=[CH:14][C:9]([C:4]4[C:3]([C:1]#[N:2])=[CH:8][CH:7]=[CH:6][CH:5]=4)=[CH:10][CH:11]=3)=[C:21]([CH2:22][CH2:23][CH3:24])[N:20]3[N:25]=[CH:26][N:27]=[C:19]23)[CH2:29]1. The yield is 0.720. (9) The reactants are [O:1]1[CH:5]=[CH:4][C:3](C(O)=O)=[CH:2]1.C([N:11]([CH2:14]C)CC)C.C1(P(N=[N+]=[N-])(C2C=CC=CC=2)=[O:23])C=CC=CC=1.[C:33]([OH:37])([CH3:36])([CH3:35])[CH3:34]. No catalyst specified. The product is [O:1]1[CH:5]=[CH:4][C:3]([NH:11][C:14](=[O:23])[O:37][C:33]([CH3:36])([CH3:35])[CH3:34])=[CH:2]1. The yield is 0.760. (10) The reactants are C[Mg]I.[Mg].[CH3:5]I.[Br:7][C:8]1[CH:16]=[C:15]2[C:11]([C:12](=[O:18])[C:13](=[O:17])[NH:14]2)=[CH:10][CH:9]=1. The catalyst is C(OCC)C.C1COCC1. The product is [Br:7][C:8]1[CH:16]=[C:15]2[C:11]([C:12]([OH:18])([CH3:5])[C:13](=[O:17])[NH:14]2)=[CH:10][CH:9]=1. The yield is 0.930.